The task is: Predict the reactants needed to synthesize the given product.. This data is from Full USPTO retrosynthesis dataset with 1.9M reactions from patents (1976-2016). (1) Given the product [CH2:28]([C@@H:16]1[CH2:17][NH:18][CH2:19][CH2:20][N:15]1[C:13]([C:10]1[CH:11]=[CH:12][N:8]([C:3]2[CH:4]=[CH:5][CH:6]=[CH:7][C:2]=2[NH:1][CH2:41][C@H:42]([OH:44])[CH3:43])[C:9]=1[C:35]1[CH:40]=[CH:39][CH:38]=[CH:37][CH:36]=1)=[O:14])[C:29]1[CH:34]=[CH:33][CH:32]=[CH:31][CH:30]=1, predict the reactants needed to synthesize it. The reactants are: [NH2:1][C:2]1[CH:7]=[CH:6][CH:5]=[CH:4][C:3]=1[N:8]1[CH:12]=[CH:11][C:10]([C:13]([N:15]2[CH2:20][CH2:19][N:18](C(OC(C)(C)C)=O)[CH2:17][C@H:16]2[CH2:28][C:29]2[CH:34]=[CH:33][CH:32]=[CH:31][CH:30]=2)=[O:14])=[C:9]1[C:35]1[CH:40]=[CH:39][CH:38]=[CH:37][CH:36]=1.[CH2:41]1[O:44][C@@H:42]1[CH3:43].[Br-].[Br-].[Br-].[In+3].O. (2) Given the product [N:26]1([C:23]2[CH:24]=[CH:25][C:20]([C:17]3[CH:18]=[CH:19][C:14]([CH:11]4[CH2:12][CH2:13][NH:8][CH2:9][CH2:10]4)=[N:15][CH:16]=3)=[CH:21][CH:22]=2)[CH2:27][CH2:28][O:29][CH2:30][CH2:31]1, predict the reactants needed to synthesize it. The reactants are: C(OC([N:8]1[CH2:13][CH2:12][CH:11]([C:14]2[CH:19]=[CH:18][C:17]([C:20]3[CH:25]=[CH:24][C:23]([N:26]4[CH2:31][CH2:30][O:29][CH2:28][CH2:27]4)=[CH:22][CH:21]=3)=[CH:16][N:15]=2)[CH2:10][CH2:9]1)=O)(C)(C)C.C(O)(C(F)(F)F)=O.O.[OH-].[Na+]. (3) Given the product [CH3:29][C:2]1[N:11]=[C:10]2[C:5]([CH:6]=[C:7]([C:16]([O:18][CH2:19][CH3:20])=[O:17])[C:8]([C:12]([F:15])([F:14])[F:13])=[N:9]2)=[CH:4][CH:3]=1, predict the reactants needed to synthesize it. The reactants are: Cl[C:2]1[N:11]=[C:10]2[C:5]([CH:6]=[C:7]([C:16]([O:18][CH2:19][CH3:20])=[O:17])[C:8]([C:12]([F:15])([F:14])[F:13])=[N:9]2)=[CH:4][CH:3]=1.P([O-])([O-])([O-])=O.[K+].[K+].[K+].[CH3:29]B(O)O.C1(P(C2CCCCC2)C2C=CC=CC=2C2C(OC)=CC=CC=2OC)CCCCC1. (4) Given the product [NH2:8][C:6]1[N:7]=[C:2]([Cl:1])[C:3]([C:29]#[N:30])=[C:4]([NH:9][CH2:10][C:11]2[S:12][C:13]([CH3:16])=[N:14][N:15]=2)[N:5]=1, predict the reactants needed to synthesize it. The reactants are: [Cl:1][C:2]1[N:7]=[C:6]([NH2:8])[N:5]=[C:4]([NH:9][CH2:10][C:11]2[S:12][C:13]([CH3:16])=[N:14][N:15]=2)[C:3]=1I.C(OCC)(=O)C.C(=O)(O)[O-].[Na+].[CH3:29][N:30](C=O)C.